The task is: Predict the product of the given reaction.. This data is from Forward reaction prediction with 1.9M reactions from USPTO patents (1976-2016). (1) The product is: [NH2:1][C:4]1[N:9]=[CH:8][C:7]([N:10]2[CH2:11][CH:12]([OH:14])[CH2:13]2)=[CH:6][CH:5]=1. Given the reactants [N+:1]([C:4]1[N:9]=[CH:8][C:7]([N:10]2[CH2:13][CH:12]([OH:14])[CH2:11]2)=[CH:6][CH:5]=1)([O-])=O, predict the reaction product. (2) Given the reactants [CH2:1]([N:3]([CH2:7][CH3:8])[CH2:4][CH2:5][NH2:6])[CH3:2].S=[C:10]1[CH2:14][S:13][C:12](=[O:15])[NH:11]1.[Cl:16][C:17]1[CH:18]=[C:19]([CH:22]=[CH:23][C:24]=1[O:25][C:26]1[CH:31]=[CH:30][C:29]([CH:32]=O)=[CH:28][C:27]=1[O:34][CH3:35])[C:20]#[N:21].CC(C)([O-])C.[K+].[Cl-].[NH4+], predict the reaction product. The product is: [Cl:16][C:17]1[CH:18]=[C:19]([CH:22]=[CH:23][C:24]=1[O:25][C:26]1[CH:31]=[CH:30][C:29](/[CH:32]=[C:14]2/[C:10]([NH:6][CH2:5][CH2:4][N:3]([CH2:7][CH3:8])[CH2:1][CH3:2])=[N:11][C:12](=[O:15])[S:13]/2)=[CH:28][C:27]=1[O:34][CH3:35])[C:20]#[N:21].